Dataset: Full USPTO retrosynthesis dataset with 1.9M reactions from patents (1976-2016). Task: Predict the reactants needed to synthesize the given product. Given the product [CH:23]1[C:24]2[CH:25]=[C:12]([C:4]3[CH:5]=[C:6]([B:31]([OH:36])[OH:32])[C:7]4[C:2](=[CH:11][CH:10]=[CH:9][CH:8]=4)[CH:3]=3)[C:46]3[C:47](=[CH:48][CH:49]=[CH:50][CH:45]=3)[C:19]=2[CH:20]=[CH:21][CH:22]=1, predict the reactants needed to synthesize it. The reactants are: Br[C:2]1[C:11]2[C:6](=[CH:7][CH:8]=[CH:9][CH:10]=2)[CH:5]=[C:4]([C:12]2C3C([C:19]4[CH:20]=[CH:21][CH:22]=[CH:23][C:24]=4[CH:25]=2)=CC=CC=3)[CH:3]=1.C([Li])CCC.[B:31](OC(C)C)([O:36]C(C)C)[O:32]C(C)C.Cl.[CH3:45][CH2:46][CH2:47][CH2:48][CH2:49][CH3:50].